This data is from Catalyst prediction with 721,799 reactions and 888 catalyst types from USPTO. The task is: Predict which catalyst facilitates the given reaction. (1) Product: [CH3:1][C:2]1[C:3]([C:17]([OH:19])=[O:18])=[N:4][O:5][C:6]=1[C:7]1[CH2:16][CH2:15][C:10]2([CH2:14][O:13][CH2:12][CH2:11]2)[CH2:9][CH:8]=1. Reactant: [CH3:1][C:2]1[C:3]([C:17]([O:19]CC)=[O:18])=[N:4][O:5][C:6]=1[C:7]1[CH2:16][CH2:15][C:10]2([CH2:14][O:13][CH2:12][CH2:11]2)[CH2:9][CH:8]=1.C1COCC1.[OH-].[Na+].Cl. The catalyst class is: 191. (2) Reactant: [CH2:1]([OH:6])[CH2:2][CH2:3][CH2:4][OH:5].CCN(C(C)C)C(C)C.[C:16](Cl)(=[O:23])[C:17]1[CH:22]=[CH:21][CH:20]=[CH:19][CH:18]=1. Product: [C:16]([O:5][CH2:4][CH2:3][CH2:2][CH2:1][OH:6])(=[O:23])[C:17]1[CH:22]=[CH:21][CH:20]=[CH:19][CH:18]=1. The catalyst class is: 23.